Regression/Classification. Given a drug SMILES string, predict its toxicity properties. Task type varies by dataset: regression for continuous values (e.g., LD50, hERG inhibition percentage) or binary classification for toxic/non-toxic outcomes (e.g., AMES mutagenicity, cardiotoxicity, hepatotoxicity). Dataset: herg_karim. From a dataset of hERG potassium channel inhibition data for cardiac toxicity prediction from Karim et al.. (1) The drug is Cn1ccc(-c2noc(C3=CC4(CCN(CC5CCCO5)CC4)c4ccccc43)n2)n1. The result is 1 (blocker). (2) The drug is O=C1OC2(CCC(c3nc4ccc(OC(F)(F)F)cc4[nH]3)CC2)CN1c1ccccc1. The result is 1 (blocker). (3) The compound is CCCCOc1ccc(S(=O)(=O)NCCc2c[nH]c3ccccc23)cc1. The result is 1 (blocker). (4) The drug is Cc1cc2nc(C(C)Cc3ccncc3)n(Cc3ccc(Cl)cc3)c2cc1C. The result is 1 (blocker). (5) The compound is O=C(O)C1CCN(C2CC[C@]3(Cc4ccccc4Cc4ccccc43)C2)CC1. The result is 0 (non-blocker). (6) The molecule is COc1ncc(-c2cccc(Cl)c2CCNC(=O)c2ccc(OCCC(F)(F)F)nc2)cn1. The result is 1 (blocker). (7) The compound is CN1Cc2ccccc2[C@@H](c2ccccc2)N=C1OCc1ccc(NS(C)(=O)=O)cc1. The result is 0 (non-blocker). (8) The result is 1 (blocker). The compound is COc1cc(N2C(=O)N(c3ccc(-c4ccc5cn[nH]c5c4)cc3)C(=O)C23CCN(Cc2ncccc2C)CC3)ncn1. (9) The result is 1 (blocker). The drug is COc1cc(-n2ccnc(CCCc3ccccc3)c2=O)ccc1OCCN1CCCC1.